This data is from Reaction yield outcomes from USPTO patents with 853,638 reactions. The task is: Predict the reaction yield, written as a fraction of the theoretical maximum amount of product (1.0 means a 100% yield; for example, 0.34 means a 34% yield). (1) The reactants are [C:1]([O:5][C:6]([N:8]1[C:12](=[O:13])[CH2:11][CH2:10][C@H:9]1[C:14]([O:16][CH:17]([CH3:19])[CH3:18])=[O:15])=[O:7])([CH3:4])([CH3:3])[CH3:2].[BH4-].[Na+].C(OCC)(=O)C.CCCCCC. The catalyst is CO.O. The product is [C:1]([O:5][C:6]([NH:8][C@@H:9]([CH2:10][CH2:11][CH2:12][OH:13])[C:14]([O:16][CH:17]([CH3:19])[CH3:18])=[O:15])=[O:7])([CH3:2])([CH3:3])[CH3:4]. The yield is 0.640. (2) The reactants are [Br:1][C:2]1[CH:7]=[CH:6][C:5]([F:8])=[C:4]([F:9])[C:3]=1[F:10].C(NC(C)C)(C)C.[Li].[C:19](=[O:21])=[O:20]. The catalyst is C1COCC1. The product is [Br:1][C:2]1[C:3]([F:10])=[C:4]([F:9])[C:5]([F:8])=[C:6]([CH:7]=1)[C:19]([OH:21])=[O:20]. The yield is 0.720. (3) The reactants are [C:1]([C:3]1[CH:8]=[CH:7][CH:6]=[C:5]([CH2:9][O:10]COC)[CH:4]=1)#[CH:2].Cl. The catalyst is CO. The product is [C:1]([C:3]1[CH:4]=[C:5]([CH2:9][OH:10])[CH:6]=[CH:7][CH:8]=1)#[CH:2]. The yield is 0.200. (4) The reactants are [CH:1]([C:4]1[CH:9]=[C:8]([O:10][CH3:11])[C:7]([N:12]2[CH2:17][CH2:16][NH:15][CH2:14][CH2:13]2)=[CH:6][C:5]=1[OH:18])([CH3:3])[CH3:2].C(N(CC)CC)C.[CH3:26][S:27](Cl)(=[O:29])=[O:28]. The catalyst is ClCCl. The product is [CH:1]([C:4]1[CH:9]=[C:8]([O:10][CH3:11])[C:7]([N:12]2[CH2:13][CH2:14][N:15]([S:27]([CH3:26])(=[O:29])=[O:28])[CH2:16][CH2:17]2)=[CH:6][C:5]=1[OH:18])([CH3:3])[CH3:2]. The yield is 0.160. (5) The reactants are Br[C:2]1[CH:10]=[CH:9][CH:8]=[C:7]2[C:3]=1[CH2:4][CH2:5][C@@H:6]2[NH:11][C:12](=[O:18])[O:13][C:14]([CH3:17])([CH3:16])[CH3:15].[CH3:19][C:20]1([CH3:36])[C:24]([CH3:26])([CH3:25])[O:23][B:22]([B:22]2[O:23][C:24]([CH3:26])([CH3:25])[C:20]([CH3:36])([CH3:19])[O:21]2)[O:21]1.C([O-])(=O)C.[K+].N#N.C(Cl)Cl. The catalyst is O1CCOCC1. The product is [CH3:19][C:20]1([CH3:36])[C:24]([CH3:26])([CH3:25])[O:23][B:22]([C:2]2[CH:10]=[CH:9][CH:8]=[C:7]3[C:3]=2[CH2:4][CH2:5][C@@H:6]3[NH:11][C:12](=[O:18])[O:13][C:14]([CH3:17])([CH3:16])[CH3:15])[O:21]1. The yield is 0.870. (6) The reactants are [C:1]([O:5][C:6]([NH:8][CH2:9][CH2:10][CH2:11][O:12][C:13]1[CH:22]=[C:21]([O:23][CH3:24])[CH:20]=[CH:19][C:14]=1[C:15]([O:17]C)=[O:16])=[O:7])([CH3:4])([CH3:3])[CH3:2].O1CCCC1. The catalyst is O. The product is [C:1]([O:5][C:6]([NH:8][CH2:9][CH2:10][CH2:11][O:12][C:13]1[CH:22]=[C:21]([O:23][CH3:24])[CH:20]=[CH:19][C:14]=1[C:15]([OH:17])=[O:16])=[O:7])([CH3:3])([CH3:4])[CH3:2]. The yield is 0.870. (7) The reactants are [Cl:1][C:2]1[N:6]([CH3:7])[N:5]=[CH:4][C:3]=1[CH:8]=O.[CH3:10][C:11]([S@:14]([NH2:16])=[O:15])([CH3:13])[CH3:12]. The catalyst is C1COCC1. The product is [Cl:1][C:2]1[N:6]([CH3:7])[N:5]=[CH:4][C:3]=1/[CH:8]=[N:16]/[S@@:14]([C:11]([CH3:13])([CH3:12])[CH3:10])=[O:15]. The yield is 0.873. (8) The reactants are C(OC([N:11]1[CH2:15][CH:14]2[CH:16]([OH:20])[CH:17]([F:19])[CH2:18][CH:13]2[CH2:12]1)=O)C1C=CC=CC=1.[H][H]. The catalyst is O1CCCC1.[Pd].CO. The product is [F:19][CH:17]1[CH2:18][CH:13]2[CH2:12][NH:11][CH2:15][CH:14]2[CH:16]1[OH:20]. The yield is 1.00. (9) The reactants are [F:1][C:2]([F:15])([F:14])[S:3]([O:6]S(C(F)(F)F)(=O)=O)(=[O:5])=[O:4].C(N(CC)CC)C.[N:23]1[CH:28]=[CH:27][CH:26]=[CH:25][C:24]=1[C:29]1[N:33]=[C:32]([C:34]2[CH:39]=[C:38](O)[CH:37]=[C:36]([C:41]#[N:42])[CH:35]=2)[O:31][N:30]=1. The catalyst is ClCCl. The product is [N:23]1[CH:28]=[CH:27][CH:26]=[CH:25][C:24]=1[C:29]1[N:33]=[C:32]([C:34]2[CH:39]=[C:38]([O:6][S:3]([C:2]([F:15])([F:14])[F:1])(=[O:5])=[O:4])[CH:37]=[C:36]([C:41]#[N:42])[CH:35]=2)[O:31][N:30]=1. The yield is 0.250.